From a dataset of Catalyst prediction with 721,799 reactions and 888 catalyst types from USPTO. Predict which catalyst facilitates the given reaction. (1) Reactant: [F:1][C:2]([F:19])([F:18])[C:3]1[CH:8]=[CH:7][C:6]([C:9]2[C:10]([C:15](Cl)=[O:16])=[CH:11][CH:12]=[CH:13][CH:14]=2)=[CH:5][CH:4]=1.[C:20]1([CH2:26][N:27]2[CH2:32][CH:31]=[C:30]([C:33]3[CH:38]=[CH:37][C:36]([NH2:39])=[CH:35][CH:34]=3)[CH2:29][CH2:28]2)[CH:25]=[CH:24][CH:23]=[CH:22][CH:21]=1.O. Product: [C:20]1([CH2:26][N:27]2[CH2:28][CH:29]=[C:30]([C:33]3[CH:34]=[CH:35][C:36]([NH:39][C:15]([C:10]4[C:9]([C:6]5[CH:7]=[CH:8][C:3]([C:2]([F:19])([F:18])[F:1])=[CH:4][CH:5]=5)=[CH:14][CH:13]=[CH:12][CH:11]=4)=[O:16])=[CH:37][CH:38]=3)[CH2:31][CH2:32]2)[CH:21]=[CH:22][CH:23]=[CH:24][CH:25]=1. The catalyst class is: 347. (2) The catalyst class is: 12. Product: [ClH:33].[NH2:8][CH:9]1[CH2:12][N:11]([C:13]([C:15]2[N:16]=[C:17]3[C:22]([C:23]([F:26])([F:24])[F:25])=[CH:21][C:20]([C:27]4[CH:28]=[N:29][NH:30][CH:31]=4)=[CH:19][N:18]3[C:32]=2[Cl:33])=[O:14])[CH2:10]1. Reactant: Cl.C(OC(=O)[NH:8][CH:9]1[CH2:12][N:11]([C:13]([C:15]2[N:16]=[C:17]3[C:22]([C:23]([F:26])([F:25])[F:24])=[CH:21][C:20]([C:27]4[CH:28]=[N:29][NH:30][CH:31]=4)=[CH:19][N:18]3[C:32]=2[Cl:33])=[O:14])[CH2:10]1)(C)(C)C. (3) Reactant: [Cl:1][C:2]1[CH:7]=[CH:6][C:5]([CH:8]([C:27]2[CH:32]=[CH:31][C:30]([Cl:33])=[CH:29][CH:28]=2)[N:9]2[CH2:12][CH:11]([N:13]([S:23]([CH3:26])(=[O:25])=[O:24])[C:14]3[CH:15]=[C:16]([CH:20]=[CH:21][CH:22]=3)[C:17]([OH:19])=O)[CH2:10]2)=[CH:4][CH:3]=1.O[N:35]1[C:39]2[CH:40]=[CH:41]C=C[C:38]=2[N:37]=[N:36]1.C(N(CC)CC)C.N1C=CC(CN)=N1. Product: [Cl:1][C:2]1[CH:3]=[CH:4][C:5]([CH:8]([C:27]2[CH:32]=[CH:31][C:30]([Cl:33])=[CH:29][CH:28]=2)[N:9]2[CH2:12][CH:11]([N:13]([S:23]([CH3:26])(=[O:25])=[O:24])[C:14]3[CH:15]=[C:16]([CH:20]=[CH:21][CH:22]=3)[C:17]([NH:37][CH2:38][C:39]3[CH:40]=[CH:41][NH:36][N:35]=3)=[O:19])[CH2:10]2)=[CH:6][CH:7]=1. The catalyst class is: 7.